From a dataset of Catalyst prediction with 721,799 reactions and 888 catalyst types from USPTO. Predict which catalyst facilitates the given reaction. (1) Reactant: C([O:3][C:4]([C:6]1[N:7]([CH2:14][CH2:15][CH:16]([CH3:18])[CH3:17])[CH:8]=[C:9]([N+:11]([O-:13])=[O:12])[CH:10]=1)=[O:5])C.[OH-].[Na+]. Product: [CH3:17][CH:16]([CH3:18])[CH2:15][CH2:14][N:7]1[CH:8]=[C:9]([N+:11]([O-:13])=[O:12])[CH:10]=[C:6]1[C:4]([OH:5])=[O:3]. The catalyst class is: 5. (2) The catalyst class is: 4. Product: [NH2:10][C:9]1[C:3]([O:2][CH3:1])([O:19][CH3:20])[CH:4]2[CH:6]([O:5]2)[C:7](=[O:18])[CH:8]=1. Reactant: [CH3:1][O:2][C:3]1([O:19][CH3:20])[C:9]([NH:10]C(=O)OC(C)(C)C)=[CH:8][C:7](=[O:18])[CH:6]2[CH:4]1[O:5]2.FC(F)(F)C(O)=O. (3) Reactant: Br[C:2]1[C:11]([O:12][CH3:13])=[CH:10][C:5]([C:6]([O:8][CH3:9])=[O:7])=[C:4]([Cl:14])[CH:3]=1.C([O-])([O-])=O.[K+].[K+].[B-](F)(F)(F)[CH:22]=[CH2:23].[K+].CS(C)=O. Product: [Cl:14][C:4]1[CH:3]=[C:2]([CH:22]=[CH2:23])[C:11]([O:12][CH3:13])=[CH:10][C:5]=1[C:6]([O:8][CH3:9])=[O:7]. The catalyst class is: 263. (4) Reactant: [OH:1][C:2]1[CH:10]=[CH:9][C:8](O)=[CH:7][C:3]=1[C:4]([OH:6])=[O:5].S(=O)(=O)(O)O. Product: [C:4]([OH:6])(=[O:5])[C:3]1[C:2](=[CH:10][CH:9]=[CH:8][CH:7]=1)[OH:1]. The catalyst class is: 107. (5) Reactant: Cl[CH2:2][C:3]1[CH:22]=[CH:21][C:6]([CH2:7][N:8]2[CH2:13][CH2:12][N:11]([C:14]([O:16][C:17]([CH3:20])([CH3:19])[CH3:18])=[O:15])[CH2:10][CH2:9]2)=[CH:5][CH:4]=1.[CH:23]([O:26][C:27]1[CH:32]=[CH:31][C:30]([OH:33])=[CH:29][CH:28]=1)([CH3:25])[CH3:24].C([O-])([O-])=O.[K+].[K+]. Product: [CH3:25][CH:23]([O:26][C:27]1[CH:32]=[CH:31][C:30]([O:33][CH2:2][C:3]2[CH:22]=[CH:21][C:6]([CH2:7][N:8]3[CH2:13][CH2:12][N:11]([C:14]([O:16][C:17]([CH3:20])([CH3:19])[CH3:18])=[O:15])[CH2:10][CH2:9]3)=[CH:5][CH:4]=2)=[CH:29][CH:28]=1)[CH3:24]. The catalyst class is: 18. (6) Reactant: [CH3:1][O:2][C:3]1[CH:11]=[CH:10][C:6]([C:7](Cl)=[O:8])=[CH:5][CH:4]=1.[Cl:12][C:13]1[C:18]([NH2:19])=[CH:17][CH:16]=[C:15]([Cl:20])[N:14]=1.O. Product: [Cl:12][C:13]1[C:18]([NH:19][C:7](=[O:8])[C:6]2[CH:10]=[CH:11][C:3]([O:2][CH3:1])=[CH:4][CH:5]=2)=[CH:17][CH:16]=[C:15]([Cl:20])[N:14]=1. The catalyst class is: 17. (7) Reactant: Cl[C:2]1[C:11]2[C:6](=[CH:7][C:8]([Cl:19])=[C:9]([C:12]3[CH:17]=[CH:16][C:15]([Cl:18])=[CH:14][CH:13]=3)[CH:10]=2)[N:5]=[CH:4][N:3]=1.[NH:20]1[CH2:25][CH2:24][NH:23][CH2:22][CH:21]1[CH2:26][CH2:27][OH:28].CCN(CC)CC. Product: [Cl:19][C:8]1[CH:7]=[C:6]2[C:11]([C:2]([N:23]3[CH2:24][CH2:25][NH:20][CH:21]([CH2:26][CH2:27][OH:28])[CH2:22]3)=[N:3][CH:4]=[N:5]2)=[CH:10][C:9]=1[C:12]1[CH:17]=[CH:16][C:15]([Cl:18])=[CH:14][CH:13]=1. The catalyst class is: 12. (8) The catalyst class is: 137. Reactant: C(OC([O:8][N:9]([CH2:17][C:18]1[CH:23]=[C:22]([I:24])[C:21]([O:25][C:26]2[CH:31]=[CH:30][C:29]([OH:32])=[CH:28][CH:27]=2)=[C:20]([I:33])[CH:19]=1)C(=O)OC(C)(C)C)=O)(C)(C)C. Product: [OH:8][NH:9][CH2:17][C:18]1[CH:19]=[C:20]([I:33])[C:21]([O:25][C:26]2[CH:31]=[CH:30][C:29]([OH:32])=[CH:28][CH:27]=2)=[C:22]([I:24])[CH:23]=1. (9) Reactant: [C:1]([CH2:3][CH2:4][CH:5]([C:11]1[CH:16]=[CH:15][CH:14]=[CH:13][CH:12]=1)[C:6](OCC)=[O:7])#[N:2]. Product: [C:11]1([CH:5]2[CH2:4][CH2:3][CH2:1][NH:2][C:6]2=[O:7])[CH:16]=[CH:15][CH:14]=[CH:13][CH:12]=1. The catalyst class is: 834.